This data is from Full USPTO retrosynthesis dataset with 1.9M reactions from patents (1976-2016). The task is: Predict the reactants needed to synthesize the given product. (1) The reactants are: Br[C:2]1[CH:3]=[C:4]([C:8]2[N:13]=[C:12]([C:14]3[S:15][C:16]([Cl:19])=[CH:17][CH:18]=3)[CH:11]=[C:10]([C:20]([F:23])([F:22])[F:21])[N:9]=2)[CH:5]=[CH:6][CH:7]=1.[NH2:24][C:25]1[CH:30]=[CH:29][C:28](B2OC(C)(C)C(C)(C)O2)=[CH:27][N:26]=1. Given the product [Cl:19][C:16]1[S:15][C:14]([C:12]2[CH:11]=[C:10]([C:20]([F:23])([F:22])[F:21])[N:9]=[C:8]([C:4]3[CH:3]=[C:2]([C:28]4[CH:29]=[CH:30][C:25]([NH2:24])=[N:26][CH:27]=4)[CH:7]=[CH:6][CH:5]=3)[N:13]=2)=[CH:18][CH:17]=1, predict the reactants needed to synthesize it. (2) Given the product [OH:27][CH:26]1[CH2:5][N:4]([C:8]([O:10][C:11]([CH3:12])([CH3:14])[CH3:13])=[O:9])[CH2:3][C:2]1([O:7][CH3:6])[CH3:1], predict the reactants needed to synthesize it. The reactants are: [CH3:1][C:2]12[O:7][CH:6]1[CH2:5][N:4]([C:8]([O:10][C:11]([CH3:14])([CH3:13])[CH3:12])=[O:9])[CH2:3]2.CC1C=CC(S(O)(=O)=O)=CC=1.[CH3:26][OH:27].